From a dataset of Full USPTO retrosynthesis dataset with 1.9M reactions from patents (1976-2016). Predict the reactants needed to synthesize the given product. (1) Given the product [I-:35].[CH2:9]([O:8][C:6](=[O:7])[CH2:5][C@@H:4]([NH:16][S:17]([C:20]1[CH:21]=[N:22][C:23]([O:26][C:27]2[CH:32]=[CH:31][CH:30]=[CH:29][CH:28]=2)=[CH:24][CH:25]=1)(=[O:19])=[O:18])[CH2:3][N+:2]([CH3:34])([CH3:1])[CH3:33])[C:10]1[CH:11]=[CH:12][CH:13]=[CH:14][CH:15]=1, predict the reactants needed to synthesize it. The reactants are: [CH3:1][N:2]([CH3:33])[CH2:3][C@H:4]([NH:16][S:17]([C:20]1[CH:21]=[N:22][C:23]([O:26][C:27]2[CH:32]=[CH:31][CH:30]=[CH:29][CH:28]=2)=[CH:24][CH:25]=1)(=[O:19])=[O:18])[CH2:5][C:6]([O:8][CH2:9][C:10]1[CH:15]=[CH:14][CH:13]=[CH:12][CH:11]=1)=[O:7].[CH3:34][I:35]. (2) Given the product [Cl:27][C:28]1[CH:29]=[C:30]([C:34]2[N:35]=[C:24]([CH:11]3[CH2:10][CH:9]([C:6]4[CH:5]=[CH:4][C:3]([CH2:1][CH3:2])=[CH:8][CH:7]=4)[CH2:14][N:13]([C:15]([N:17]4[CH2:18][CH2:19][CH:20]([OH:23])[CH2:21][CH2:22]4)=[O:16])[CH2:12]3)[O:37][N:36]=2)[CH:31]=[CH:32][CH:33]=1, predict the reactants needed to synthesize it. The reactants are: [CH2:1]([C:3]1[CH:8]=[CH:7][C:6]([CH:9]2[CH2:14][N:13]([C:15]([N:17]3[CH2:22][CH2:21][CH:20]([OH:23])[CH2:19][CH2:18]3)=[O:16])[CH2:12][CH:11]([C:24](O)=O)[CH2:10]2)=[CH:5][CH:4]=1)[CH3:2].[Cl:27][C:28]1[CH:29]=[C:30]([C:34](=[N:36][OH:37])[NH2:35])[CH:31]=[CH:32][CH:33]=1.